Dataset: Full USPTO retrosynthesis dataset with 1.9M reactions from patents (1976-2016). Task: Predict the reactants needed to synthesize the given product. (1) Given the product [Cl:1][C:2]1[CH:3]=[C:4]2[C:8](=[CH:9][CH:10]=1)[NH:7][CH:6]=[C:5]2[CH2:11][CH2:12][NH:13][C:14]([C:15]1[CH:16]=[C:17]([C:24]2[CH:29]=[CH:28][C:27]([CH3:30])=[CH:26][CH:25]=2)[CH:18]=[CH:19][CH:20]=1)=[O:22], predict the reactants needed to synthesize it. The reactants are: [Cl:1][C:2]1[CH:3]=[C:4]2[C:8](=[CH:9][CH:10]=1)[NH:7][CH:6]=[C:5]2[CH2:11][CH2:12][NH:13][C:14](=[O:22])[C:15]1[CH:20]=[CH:19][CH:18]=[C:17](I)[CH:16]=1.B(O)(O)[C:24]1[CH:25]=[CH:26][C:27]([CH3:30])=[CH:28][CH:29]=1.C(=O)([O-])[O-].[Na+].[Na+]. (2) Given the product [NH2:1][C@H:2]1[CH2:7][CH2:6][CH2:5][CH2:4][C@H:3]1[NH:8][C:9]1[N:14]=[C:13]([NH:35][C:34]2[CH:36]=[CH:37][C:38]([C:39]3[O:43][CH:42]=[N:41][CH:40]=3)=[C:32]([O:31][CH3:30])[CH:33]=2)[C:12]([C:27]([NH2:29])=[O:28])=[CH:11][N:10]=1, predict the reactants needed to synthesize it. The reactants are: [NH2:1][C@H:2]1[CH2:7][CH2:6][CH2:5][CH2:4][C@H:3]1[NH:8][C:9]1[N:14]=[C:13](NC2C=CC(C3ON=CC=3)=CC=2)[C:12]([C:27]([NH2:29])=[O:28])=[CH:11][N:10]=1.[CH3:30][O:31][C:32]1[CH:33]=[C:34]([CH:36]=[CH:37][C:38]=1[C:39]1[O:43][CH:42]=[N:41][CH:40]=1)[NH2:35]. (3) Given the product [C:19]([NH:27][C:28]([NH:18][C:9]1[C:8]([O:1][C:2]2[CH:3]=[CH:4][CH:5]=[CH:6][CH:7]=2)=[CH:13][C:12]([C:14]([F:17])([F:15])[F:16])=[CH:11][N:10]=1)=[S:29])(=[O:26])[C:20]1[CH:25]=[CH:24][CH:23]=[CH:22][CH:21]=1, predict the reactants needed to synthesize it. The reactants are: [O:1]([C:8]1[C:9]([NH2:18])=[N:10][CH:11]=[C:12]([C:14]([F:17])([F:16])[F:15])[CH:13]=1)[C:2]1[CH:7]=[CH:6][CH:5]=[CH:4][CH:3]=1.[C:19]([N:27]=[C:28]=[S:29])(=[O:26])[C:20]1[CH:25]=[CH:24][CH:23]=[CH:22][CH:21]=1. (4) The reactants are: [CH2:1]([O:8][C:9]([N:11]([CH3:33])[N:12]1[C:21]([C:22]([OH:24])=[O:23])=[C:20]([C:25]2[CH:30]=[CH:29][CH:28]=[CH:27][CH:26]=2)[C:19]2[C:14](=[CH:15][CH:16]=[C:17]([Cl:31])[CH:18]=2)[C:13]1=[O:32])=[O:10])[C:2]1[CH:7]=[CH:6][CH:5]=[CH:4][CH:3]=1.[F:34][C:35]1[CH:42]=[CH:41][C:38]([CH2:39]O)=[CH:37][CH:36]=1. Given the product [F:34][C:35]1[CH:42]=[CH:41][C:38]([CH2:39][O:23][C:22]([C:21]2[N:12]([N:11]([C:9]([O:8][CH2:1][C:2]3[CH:7]=[CH:6][CH:5]=[CH:4][CH:3]=3)=[O:10])[CH3:33])[C:13](=[O:32])[C:14]3[C:19]([C:20]=2[C:25]2[CH:30]=[CH:29][CH:28]=[CH:27][CH:26]=2)=[CH:18][C:17]([Cl:31])=[CH:16][CH:15]=3)=[O:24])=[CH:37][CH:36]=1, predict the reactants needed to synthesize it. (5) The reactants are: [CH3:1][C:2]1([CH3:49])[CH2:10][C:9]2[N:8]([CH2:11][O:12][CH2:13][CH2:14][Si:15]([CH3:18])([CH3:17])[CH3:16])[N:7]=[C:6]([C:19]3[N:20]([CH2:41][O:42][CH2:43][CH2:44][Si:45]([CH3:48])([CH3:47])[CH3:46])[C:21]4[C:26]([CH:27]=3)=[CH:25][CH:24]=[C:23]([N:28]([CH2:39][CH3:40])C(=O)OCC3C=CC=CC=3)[CH:22]=4)[C:5]=2[CH2:4][CH2:3]1. Given the product [CH3:49][C:2]1([CH3:1])[CH2:10][C:9]2[N:8]([CH2:11][O:12][CH2:13][CH2:14][Si:15]([CH3:16])([CH3:17])[CH3:18])[N:7]=[C:6]([C:19]3[N:20]([CH2:41][O:42][CH2:43][CH2:44][Si:45]([CH3:47])([CH3:46])[CH3:48])[C:21]4[C:26]([CH:27]=3)=[CH:25][CH:24]=[C:23]([NH:28][CH2:39][CH3:40])[CH:22]=4)[C:5]=2[CH2:4][CH2:3]1, predict the reactants needed to synthesize it. (6) Given the product [CH3:1][CH2:2][C@H:3]1[O:18][C:16](=[O:17])[C@H:15]([CH3:19])[C@@H:14]([O:20][C@@H:21]2[O:26][C@@H:25]([CH3:27])[C@H:24]([OH:28])[C@@:23]([O:30][CH3:31])([CH3:29])[CH2:22]2)[C@H:13]([CH3:32])[C@@H:12]([O:33][C@@H:34]2[O:39][C@H:38]([CH3:40])[CH2:37][C@H:36]([N:41]([CH3:43])[CH3:42])[C@H:35]2[OH:44])[C@@:11]([OH:46])([CH3:45])[CH2:10][C@@H:9]([CH3:47])[CH2:8][N:7]([CH3:48])[C@H:6]([CH3:49])[C@@H:5]([OH:50])[C@@:4]1([OH:52])[CH3:51].[C:53]([O-:61])(=[O:60])[C@@H:54]([CH2:56][C:57]([O-:59])=[O:58])[OH:55], predict the reactants needed to synthesize it. The reactants are: [CH3:1][CH2:2][C@H:3]1[O:18][C:16](=[O:17])[C@H:15]([CH3:19])[C@@H:14]([O:20][C@@H:21]2[O:26][C@@H:25]([CH3:27])[C@H:24]([OH:28])[C@@:23]([O:30][CH3:31])([CH3:29])[CH2:22]2)[C@H:13]([CH3:32])[C@@H:12]([O:33][C@@H:34]2[O:39][C@H:38]([CH3:40])[CH2:37][C@H:36]([N:41]([CH3:43])[CH3:42])[C@H:35]2[OH:44])[C@@:11]([OH:46])([CH3:45])[CH2:10][C@@H:9]([CH3:47])[CH2:8][N:7]([CH3:48])[C@H:6]([CH3:49])[C@@H:5]([OH:50])[C@@:4]1([OH:52])[CH3:51].[C:53]([OH:61])(=[O:60])[C@@H:54]([CH2:56][C:57]([OH:59])=[O:58])[OH:55].